This data is from Full USPTO retrosynthesis dataset with 1.9M reactions from patents (1976-2016). The task is: Predict the reactants needed to synthesize the given product. (1) Given the product [Br:1][C:2]1[C:3]([C:9]([O:11][CH3:12])=[O:10])=[CH:4][C:5]([O:8][CH:13]([CH3:15])[CH3:14])=[N:6][CH:7]=1, predict the reactants needed to synthesize it. The reactants are: [Br:1][C:2]1[C:3]([C:9]([O:11][CH3:12])=[O:10])=[CH:4][C:5]([OH:8])=[N:6][CH:7]=1.[CH:13](I)([CH3:15])[CH3:14]. (2) Given the product [C:14]([O:18][C:19]([N:21]1[CH:25]=[C:24]([CH2:26][CH:4]([C:5]2[CH:10]=[CH:9][C:8]([Cl:11])=[C:7]([Cl:12])[CH:6]=2)[C:3]([O:2][CH3:1])=[O:13])[N:23]=[CH:22]1)=[O:20])([CH3:17])([CH3:16])[CH3:15], predict the reactants needed to synthesize it. The reactants are: [CH3:1][O:2][C:3](=[O:13])[CH2:4][C:5]1[CH:10]=[CH:9][C:8]([Cl:11])=[C:7]([Cl:12])[CH:6]=1.[C:14]([O:18][C:19]([N:21]1[CH:25]=[C:24]([CH2:26]Br)[N:23]=[CH:22]1)=[O:20])([CH3:17])([CH3:16])[CH3:15]. (3) Given the product [C:1]1([C:7]2[C:11]3[CH2:12][N:13]([C:30]([NH:24][CH:22]([C:16]4[CH:21]=[CH:20][CH:19]=[CH:18][CH:17]=4)[CH3:23])=[O:31])[CH2:14][CH2:15][C:10]=3[NH:9][N:8]=2)[CH:2]=[CH:3][CH:4]=[CH:5][CH:6]=1, predict the reactants needed to synthesize it. The reactants are: [C:1]1([C:7]2[C:11]3[CH2:12][NH:13][CH2:14][CH2:15][C:10]=3[NH:9][N:8]=2)[CH:6]=[CH:5][CH:4]=[CH:3][CH:2]=1.[C:16]1([CH:22]([NH2:24])[CH3:23])[CH:21]=[CH:20][CH:19]=[CH:18][CH:17]=1.C1N=CN([C:30](N2C=NC=C2)=[O:31])C=1.O. (4) Given the product [Cl:1][C:2]1[CH:7]=[C:6]([Cl:8])[CH:5]=[CH:4][C:3]=1[CH:9]([C:14]1[C:22]2[C:17](=[C:18]([CH2:23][S:24]([CH3:25])=[O:37])[CH:19]=[CH:20][CH:21]=2)[NH:16][CH:15]=1)[CH2:10][CH2:11][C:12]#[N:13], predict the reactants needed to synthesize it. The reactants are: [Cl:1][C:2]1[CH:7]=[C:6]([Cl:8])[CH:5]=[CH:4][C:3]=1[CH:9]([C:14]1[C:22]2[C:17](=[C:18]([CH2:23][S:24][CH3:25])[CH:19]=[CH:20][CH:21]=2)[NH:16][CH:15]=1)[CH2:10][CH2:11][C:12]#[N:13].ClCCl.ClC1C=CC=C(C(OO)=[O:37])C=1.